Dataset: Full USPTO retrosynthesis dataset with 1.9M reactions from patents (1976-2016). Task: Predict the reactants needed to synthesize the given product. (1) Given the product [S:8]1[CH:12]=[C:11]([C:13](=[O:14])[CH:28]([C:20]2[N:19]=[C:23]3[CH:24]=[CH:25][CH:26]=[CH:27][N:22]3[CH:21]=2)[NH:29][C:30]2[CH:35]=[CH:34][N:33]=[C:32]([O:36][CH3:37])[CH:31]=2)[C:10]2[CH:15]=[CH:16][CH:17]=[CH:18][C:9]1=2, predict the reactants needed to synthesize it. The reactants are: C(N(CC)CC)C.[S:8]1[CH:12]=[C:11]([CH:13]=[O:14])[C:10]2[CH:15]=[CH:16][CH:17]=[CH:18][C:9]1=2.[N:19]1[C:20]([CH:28]=[N:29][C:30]2[CH:35]=[CH:34][N:33]=[C:32]([O:36][CH3:37])[CH:31]=2)=[CH:21][N:22]2[CH:27]=[CH:26][CH:25]=[CH:24][C:23]=12. (2) Given the product [CH:18]1([CH2:17][O:16][C:13]2[C:12]([C:21]3[CH:26]=[CH:25][CH:24]=[C:23]([CH3:27])[CH:22]=3)=[CH:11][C:10]([CH:5]([CH2:6][CH:7]([CH3:9])[CH3:8])[C:4]([OH:28])=[O:3])=[CH:15][CH:14]=2)[CH2:19][CH2:20]1, predict the reactants needed to synthesize it. The reactants are: C([O:3][C:4](=[O:28])[CH:5]([C:10]1[CH:11]=[C:12]([C:21]2[CH:26]=[CH:25][CH:24]=[C:23]([CH3:27])[CH:22]=2)[C:13]([O:16][CH2:17][CH:18]2[CH2:20][CH2:19]2)=[CH:14][CH:15]=1)[CH2:6][CH:7]([CH3:9])[CH3:8])C.O.[OH-].[Li+]. (3) Given the product [Cl:1][C:2]1[CH:7]=[CH:6][C:5]([C:8]2[C:14]3[CH:15]=[C:16]([O:19][CH2:20][CH2:38][CH2:39][CH2:40][C:41]([O:43][CH3:44])=[O:42])[CH:17]=[CH:18][C:13]=3[N:12]3[C:26]([CH3:29])=[N:27][N:28]=[C:11]3[C@H:10]([CH2:30][C:31]([NH:33][CH2:34][CH3:35])=[O:32])[N:9]=2)=[CH:4][CH:3]=1, predict the reactants needed to synthesize it. The reactants are: [Cl:1][C:2]1[CH:7]=[CH:6][C:5]([C:8]2[C:14]3[CH:15]=[C:16]([O:19][CH2:20]C(OCC)=O)[CH:17]=[CH:18][C:13]=3[N:12]3[C:26]([CH3:29])=[N:27][N:28]=[C:11]3[C@H:10]([CH2:30][C:31]([NH:33][CH2:34][CH3:35])=[O:32])[N:9]=2)=[CH:4][CH:3]=1.BrC[CH2:38][CH2:39][CH2:40][C:41]([O:43][CH3:44])=[O:42].